Dataset: Full USPTO retrosynthesis dataset with 1.9M reactions from patents (1976-2016). Task: Predict the reactants needed to synthesize the given product. (1) Given the product [CH2:33]1[C:41]2[CH:40]=[CH:39][N:38]=[CH:37][C:36]=2[CH2:35][N:34]1[C:18]([NH:1][C:2]1[N:7]=[N:6][C:5]([C:8]([O:10][CH3:11])=[O:9])=[CH:4][CH:3]=1)=[O:19], predict the reactants needed to synthesize it. The reactants are: [NH2:1][C:2]1[N:7]=[N:6][C:5]([C:8]([O:10][CH3:11])=[O:9])=[CH:4][CH:3]=1.N1C=CC=CC=1.[C:18](Cl)(=O)[O:19]C1C=CC([N+]([O-])=O)=CC=1.Cl.Cl.[CH2:33]1[C:41]2[CH:40]=[CH:39][N:38]=[CH:37][C:36]=2[CH2:35][NH:34]1.C(C(C(C)C)(C(C)C)CN)(C)C.C(=O)([O-])N. (2) The reactants are: [Cl:1][C:2]1[CH:3]=[C:4]([NH:17][C:18]2[C:27]3[C:22](=[CH:23][CH:24]=[C:25]([C:28]4[O:32][C:31]([CH:33]=O)=[CH:30][CH:29]=4)[CH:26]=3)[N:21]=[CH:20][N:19]=2)[CH:5]=[CH:6][C:7]=1[O:8][CH2:9][C:10]1[CH:15]=[CH:14][CH:13]=[C:12]([F:16])[CH:11]=1.[NH2:35][CH2:36][CH2:37][S:38]([CH3:41])(=[O:40])=[O:39].C[OH:43]. Given the product [CH3:9][C:10]1[CH:15]=[CH:14][C:13]([S:38]([O-:40])(=[O:43])=[O:39])=[CH:12][CH:11]=1.[CH3:41][S:38]([CH2:37][CH2:36][NH:35][CH2:33][C:31]1[O:32][C:28]([C:25]2[CH:24]=[CH:23][C:22]3[N:21]=[CH:20][N:19]=[C:18]([NH:17][C:4]4[CH:5]=[CH:6][C:7]([O:8][CH2:9][C:10]5[CH:15]=[CH:14][CH:13]=[C:12]([F:16])[CH:11]=5)=[C:2]([Cl:1])[CH:3]=4)[C:27]=3[CH:26]=2)=[CH:29][CH:30]=1)(=[O:40])=[O:39], predict the reactants needed to synthesize it. (3) The reactants are: C([Mg]Cl)(C)C.Br[C:7]1[CH:8]=[CH:9][C:10]([Cl:13])=[N:11][CH:12]=1.Br[C:15]1[CH:20]=[CH:19][CH:18]=[CH:17][N:16]=1.[Cl-].[NH4+]. Given the product [Cl:13][C:10]1[N:11]=[CH:12][C:7]([C:15]2[CH:20]=[CH:19][CH:18]=[CH:17][N:16]=2)=[CH:8][CH:9]=1, predict the reactants needed to synthesize it. (4) Given the product [CH3:27][O:26][C:18]1[CH:17]=[C:16]([NH:15][C:11]2[CH:10]=[C:9]([O:8][C:7]3[C:2]([C:31]4[CH:32]=[CH:33][CH:34]=[CH:35][C:30]=4[C:28]([NH2:29])=[O:40])=[N:3][CH:4]=[CH:5][CH:6]=3)[CH:14]=[CH:13][N:12]=2)[CH:21]=[C:20]([O:22][CH3:23])[C:19]=1[O:24][CH3:25], predict the reactants needed to synthesize it. The reactants are: Cl[C:2]1[C:7]([O:8][C:9]2[CH:14]=[CH:13][N:12]=[C:11]([NH:15][C:16]3[CH:21]=[C:20]([O:22][CH3:23])[C:19]([O:24][CH3:25])=[C:18]([O:26][CH3:27])[CH:17]=3)[CH:10]=2)=[CH:6][CH:5]=[CH:4][N:3]=1.[C:28]([C:30]1[CH:35]=[CH:34][CH:33]=[CH:32][C:31]=1B(O)O)#[N:29].C([O-])([O-])=[O:40].[Na+].[Na+]. (5) Given the product [OH:10][CH2:9][C:8]1[CH:12]=[C:4]([N+:1]([O-:3])=[O:2])[CH:5]=[CH:6][C:7]=1[NH2:13], predict the reactants needed to synthesize it. The reactants are: [N+:1]([C:4]1[CH:12]=[C:8]([C:9](O)=[O:10])[C:7]([NH2:13])=[CH:6][CH:5]=1)([O-:3])=[O:2].